Dataset: Full USPTO retrosynthesis dataset with 1.9M reactions from patents (1976-2016). Task: Predict the reactants needed to synthesize the given product. (1) Given the product [C:37]([O:36][CH2:35][CH:24]1[CH:25]([O:31][C:32](=[O:34])[CH3:33])[CH:26]([O:27][C:28](=[O:30])[CH3:29])[CH:21]([O:20][C:17](=[O:19])[CH3:18])[CH:22]([O:16][C:15]2[CH:14]=[CH:13][S:12][C:11]=2[C:9](=[O:10])[NH:8][CH2:1][C:2]2[CH:3]=[CH:4][CH:5]=[CH:6][CH:7]=2)[O:23]1)(=[O:39])[CH3:38], predict the reactants needed to synthesize it. The reactants are: [CH2:1]([NH:8][C:9]([C:11]1[S:12][CH:13]=[CH:14][C:15]=1[OH:16])=[O:10])[C:2]1[CH:7]=[CH:6][CH:5]=[CH:4][CH:3]=1.[C:17]([O:20][CH:21]1[CH:26]([O:27][C:28](=[O:30])[CH3:29])[CH:25]([O:31][C:32](=[O:34])[CH3:33])[CH:24]([CH2:35][O:36][C:37](=[O:39])[CH3:38])[O:23][CH:22]1Br)(=[O:19])[CH3:18].C(=O)([O-])[O-].[K+].[K+].C(=O)(O)[O-].[Na+]. (2) Given the product [NH2:27][C:23]1[N:22]=[CH:21][C:20]2[C:25](=[CH:26][C:17]([N:4]3[C:5]4[CH2:6][C:7]([CH3:13])([CH3:12])[CH2:8][C:9](=[O:11])[C:10]=4[C:2]([CH3:1])=[CH:3]3)=[CH:18][CH:19]=2)[N:24]=1, predict the reactants needed to synthesize it. The reactants are: [CH3:1][C:2]1[C:10]2[C:9](=[O:11])[CH2:8][C:7]([CH3:13])([CH3:12])[CH2:6][C:5]=2[NH:4][CH:3]=1.[H-].[Na+].F[C:17]1[CH:26]=[C:25]2[C:20]([CH:21]=[N:22][C:23]([NH2:27])=[N:24]2)=[CH:19][CH:18]=1. (3) Given the product [CH3:28][O:27][C:23]([C:24]1[NH:15][C:14]([C:13]2[CH:19]=[CH:20][CH:21]=[CH:22][C:12]=2/[CH:11]=[CH:10]/[C:3]2[C:4]3[C:9](=[CH:8][CH:7]=[CH:6][CH:5]=3)[NH:1][N:2]=2)=[N:17][CH:25]=1)=[O:26], predict the reactants needed to synthesize it. The reactants are: [NH:1]1[C:9]2[C:4](=[CH:5][CH:6]=[CH:7][CH:8]=2)[C:3]([CH:10]=[CH:11][C:12]2[CH:22]=[CH:21][CH:20]=[CH:19][C:13]=2/[C:14](/[NH:17]O)=[N:15]\[H])=[N:2]1.[C:23]([O:27][CH3:28])(=[O:26])[C:24]#[CH:25].O. (4) Given the product [CH:11]1[C:10]2[CH2:9][C:8]3[C:17](=[CH:18][CH:19]=[CH:6][CH:7]=3)[O:16][C:15]=2[CH:14]=[CH:13][CH:12]=1.[OH:73][C:74]1[CH:75]=[CH:76][C:77]([C:80]([C:83]2[CH:84]=[CH:85][C:86]([OH:89])=[CH:87][CH:88]=2)([CH3:82])[CH3:81])=[CH:78][CH:79]=1, predict the reactants needed to synthesize it. The reactants are: C(O[C:6]1[C:19](C)=[C:18](C)[C:17]2[O:16][C:15]3[C:10](=[C:11](C)[C:12](OCC4OC4)=[C:13](C)[C:14]=3C)[CH:9](C3C=CC=CC=3)[C:8]=2[C:7]=1C)C1OC1.C(OC1C=CC(C2C=CC(OCC3OC3)=CC=2)=CC=1)C1OC1.OC1C=CC(C2C=CC(O)=CC=2)=CC=1.[OH:73][C:74]1[CH:79]=[CH:78][C:77]([C:80]([C:83]2[CH:88]=[CH:87][C:86]([OH:89])=[CH:85][CH:84]=2)([CH3:82])[CH3:81])=[CH:76][CH:75]=1.